From a dataset of Reaction yield outcomes from USPTO patents with 853,638 reactions. Predict the reaction yield, written as a fraction of the theoretical maximum amount of product (1.0 means a 100% yield; for example, 0.34 means a 34% yield). (1) The reactants are [Cl:1][C:2]1[CH:8]=[C:7]([Br:9])[CH:6]=[C:5]([Cl:10])[C:3]=1N.N([O-])=O.[Na+].[I-:15].[K+]. The catalyst is S(=O)(=O)(O)O. The product is [Cl:1][C:2]1[CH:8]=[C:7]([Br:9])[CH:6]=[C:5]([Cl:10])[C:3]=1[I:15]. The yield is 0.650. (2) The product is [CH2:1]([S:3][C:11]1[CH:18]=[CH:17][C:14]([CH:15]=[O:16])=[CH:13][CH:12]=1)[CH3:2]. The catalyst is CS(C)=O. The reactants are [CH2:1]([SH:3])[CH3:2].C(=O)([O-])[O-].[K+].[K+].F[C:11]1[CH:18]=[CH:17][C:14]([CH:15]=[O:16])=[CH:13][CH:12]=1.O. The yield is 0.920.